Predict the product of the given reaction. From a dataset of Forward reaction prediction with 1.9M reactions from USPTO patents (1976-2016). (1) Given the reactants [NH2:1][CH:2]1[C:8](=[O:9])[N:7]([CH3:10])[C:6]2[CH:11]=[CH:12][CH:13]=[CH:14][C:5]=2[C:4]2[CH:15]=[CH:16][CH:17]=[CH:18][C:3]1=2.[CH3:19][CH:20]([C:24]([NH:26][CH2:27][C:28]1[CH:33]=[C:32]([F:34])[CH:31]=[CH:30][C:29]=1[F:35])=[O:25])[C:21](O)=[O:22], predict the reaction product. The product is: [F:35][C:29]1[CH:30]=[CH:31][C:32]([F:34])=[CH:33][C:28]=1[CH2:27][NH:26][C:24](=[O:25])[CH:20]([CH3:19])[C:21]([NH:1][CH:2]1[C:8](=[O:9])[N:7]([CH3:10])[C:6]2[CH:11]=[CH:12][CH:13]=[CH:14][C:5]=2[C:4]2[CH:15]=[CH:16][CH:17]=[CH:18][C:3]1=2)=[O:22]. (2) Given the reactants C([O:3][C:4](=[O:25])[CH2:5][CH2:6][CH2:7][O:8][C:9]1[CH:14]=[CH:13][C:12](B2OC(C)(C)C(C)(C)O2)=[CH:11][C:10]=1[Cl:24])C.Cl[C:27]1[CH:32]=[CH:31][CH:30]=[C:29]([S:33][CH:34]([CH3:36])[CH3:35])[N:28]=1, predict the reaction product. The product is: [Cl:24][C:10]1[CH:11]=[C:12]([C:27]2[CH:32]=[CH:31][CH:30]=[C:29]([S:33][CH:34]([CH3:36])[CH3:35])[N:28]=2)[CH:13]=[CH:14][C:9]=1[O:8][CH2:7][CH2:6][CH2:5][C:4]([OH:3])=[O:25].